This data is from Forward reaction prediction with 1.9M reactions from USPTO patents (1976-2016). The task is: Predict the product of the given reaction. The product is: [F:1][C:2]1[CH:23]=[CH:22][C:5]2[NH:6][C:7]([C@H:11]([NH:10][C:9]([NH:47][C@H:48]3[CH2:53][CH2:52][C@H:51]([OH:54])[CH2:50][CH2:49]3)=[O:21])[CH2:12][C:13]3[CH:18]=[CH:17][C:16]([O:19][CH3:20])=[CH:15][CH:14]=3)=[N:8][C:4]=2[CH:3]=1. Given the reactants [F:1][C:2]1[CH:23]=[CH:22][C:5]2[N:6]=[C:7]3[C@@H:11]([CH2:12][C:13]4[CH:18]=[CH:17][C:16]([O:19][CH3:20])=[CH:15][CH:14]=4)[NH:10][C:9](=[O:21])[N:8]3[C:4]=2[CH:3]=1.FC1C=CC2N3C(=O)N[C@H](CC4C=CC(OC)=CC=4)C3=NC=2C=1.[NH2:47][C@H:48]1[CH2:53][CH2:52][C@H:51]([OH:54])[CH2:50][CH2:49]1.C(O)(C(F)(F)F)=O, predict the reaction product.